This data is from Full USPTO retrosynthesis dataset with 1.9M reactions from patents (1976-2016). The task is: Predict the reactants needed to synthesize the given product. (1) Given the product [CH3:18][C:16]1[NH:15][N:14]=[C:13]([NH:12][C:4]2[N:3]=[C:2]([C:21]3[CH:20]=[CH:19][C:28]4[C:23](=[CH:24][CH:25]=[CH:26][CH:27]=4)[CH:22]=3)[C:11]3[C:6]([CH:5]=2)=[CH:7][CH:8]=[CH:9][CH:10]=3)[CH:17]=1, predict the reactants needed to synthesize it. The reactants are: Cl[C:2]1[C:11]2[C:6](=[CH:7][CH:8]=[CH:9][CH:10]=2)[CH:5]=[C:4]([NH:12][C:13]2[CH:17]=[C:16]([CH3:18])[NH:15][N:14]=2)[N:3]=1.[CH:19]1[C:28]2[C:23](=[CH:24][CH:25]=[CH:26][CH:27]=2)[CH:22]=[CH:21][C:20]=1B(O)O. (2) Given the product [CH3:1][O:2][C:3]1[CH:4]=[C:5]2[C:10](=[CH:11][C:12]=1[O:13][CH3:14])[N:9]=[CH:8][CH:7]=[C:6]2[O:15][C:16]1[C:22]([CH3:23])=[CH:21][C:19]([NH:20][C:43](=[O:49])[O:44][CH2:45][CH2:57][CH2:56][O:55][C:54]2[CH:60]=[CH:61][CH:62]=[C:52]([F:51])[CH:53]=2)=[C:18]([CH3:24])[CH:17]=1, predict the reactants needed to synthesize it. The reactants are: [CH3:1][O:2][C:3]1[CH:4]=[C:5]2[C:10](=[CH:11][C:12]=1[O:13][CH3:14])[N:9]=[CH:8][CH:7]=[C:6]2[O:15][C:16]1[C:22]([CH3:23])=[CH:21][C:19]([NH2:20])=[C:18]([CH3:24])[CH:17]=1.C1(C)C=CC=CC=1.C(N(CC)CC)C.ClC(Cl)(O[C:43](=[O:49])[O:44][C:45](Cl)(Cl)Cl)Cl.[F:51][C:52]1[CH:53]=[C:54]([CH:60]=[CH:61][CH:62]=1)[O:55][CH2:56][CH2:57]CO. (3) Given the product [OH:1][C:2]1[CH:7]=[C:6]([O:8][CH2:33][CH:32]([OH:34])[CH2:31][O:35][CH2:36][CH2:37][CH2:38][CH3:39])[CH:5]=[CH:4][C:3]=1[C:9]1[N:10]=[C:11]([C:23]2[CH:28]=[CH:27][C:26]([CH3:29])=[CH:25][C:24]=2[CH3:30])[N:12]=[C:13]([C:15]2[CH:20]=[CH:19][C:18]([CH3:21])=[CH:17][C:16]=2[CH3:22])[N:14]=1, predict the reactants needed to synthesize it. The reactants are: [OH:1][C:2]1[CH:7]=[C:6]([OH:8])[CH:5]=[CH:4][C:3]=1[C:9]1[N:14]=[C:13]([C:15]2[CH:20]=[CH:19][C:18]([CH3:21])=[CH:17][C:16]=2[CH3:22])[N:12]=[C:11]([C:23]2[CH:28]=[CH:27][C:26]([CH3:29])=[CH:25][C:24]=2[CH3:30])[N:10]=1.[CH2:31]([O:35][CH2:36][CH2:37][CH2:38][CH3:39])[CH:32]1[O:34][CH2:33]1.CN(C)CC1C=CC=CC=1. (4) Given the product [F:32][C:31]([F:34])([F:33])[C:29]([OH:35])=[O:30].[F:32][C:31]([F:34])([F:33])[C:29]([OH:35])=[O:30].[CH3:1][O:2][CH2:3][CH2:4][N:5]1[CH2:9][C@@H:8]([C:10]2[O:14][CH:13]=[N:12][CH:11]=2)[C@H:7]([NH2:15])[CH2:6]1, predict the reactants needed to synthesize it. The reactants are: [CH3:1][O:2][CH2:3][CH2:4][N:5]1[CH2:9][C@@H:8]([C:10]2[O:14][CH:13]=[N:12][CH:11]=2)[C@H:7]([NH:15]C(=O)OCC2C=CC=CC=2)[CH2:6]1.CCO.[C:29]([OH:35])([C:31]([F:34])([F:33])[F:32])=[O:30]. (5) Given the product [Br:1][C:2]1[C:10]([F:11])=[CH:9][CH:8]=[C:7]([N+:12]([O-:14])=[O:13])[C:3]=1[C:4]([OH:6])=[O:5], predict the reactants needed to synthesize it. The reactants are: [Br:1][C:2]1[C:10]([F:11])=[CH:9][CH:8]=[CH:7][C:3]=1[C:4]([OH:6])=[O:5].[N+:12]([O-])([OH:14])=[O:13].